Dataset: Reaction yield outcomes from USPTO patents with 853,638 reactions. Task: Predict the reaction yield, written as a fraction of the theoretical maximum amount of product (1.0 means a 100% yield; for example, 0.34 means a 34% yield). (1) The reactants are [Cl:1][C:2]1[C:7]([C:8]([F:11])([F:10])[F:9])=[CH:6][CH:5]=[CH:4][C:3]=1[C:12]([N:14]1[CH2:19][CH2:18][C:17]2=[C:20]([C:24]3[CH:29]=[CH:28][C:27]([F:30])=[CH:26][CH:25]=3)[N:21](C)[N:22]=[C:16]2[CH2:15]1)=[O:13].[Cl-].[NH+]1C=CC=CC=1. No catalyst specified. The product is [Cl:1][C:2]1[C:7]([C:8]([F:11])([F:9])[F:10])=[CH:6][CH:5]=[CH:4][C:3]=1[C:12]([N:14]1[CH2:19][CH2:18][C:17]2=[C:20]([C:24]3[CH:25]=[CH:26][C:27]([F:30])=[CH:28][CH:29]=3)[NH:21][N:22]=[C:16]2[CH2:15]1)=[O:13]. The yield is 0.190. (2) The yield is 0.667. The product is [F:22][C:17]1[C:16]([NH:23][C:24]2[CH:29]=[CH:28][C:27]([I:30])=[CH:26][C:25]=2[F:31])=[C:15]([C:12]2[O:11][C:10]([NH:9][CH2:8][CH2:7][OH:6])=[N:14][N:13]=2)[CH:20]=[CH:19][C:18]=1[F:21]. The catalyst is C1COCC1. The reactants are C([Si](C)(C)[O:6][CH2:7][CH2:8][NH:9][C:10]1[O:11][C:12]([C:15]2[CH:20]=[CH:19][C:18]([F:21])=[C:17]([F:22])[C:16]=2[NH:23][C:24]2[CH:29]=[CH:28][C:27]([I:30])=[CH:26][C:25]=2[F:31])=[N:13][N:14]=1)(C)(C)C.C(O)(=O)C.[F-].C([NH3+])(C)(C)C. (3) The reactants are [CH3:1][N:2]1[C:11]2[CH:12]=[C:13]([O:17][CH2:18][C@@H:19]([NH:24]C(=O)OC(C)(C)C)[CH2:20][CH:21]([CH3:23])[CH3:22])[C:14]([CH3:16])=[CH:15][C:10]=2[C:9]2[C:4](=[CH:5][N:6]=[CH:7][CH:8]=2)[C:3]1=[O:32].Cl.O1CCOCC1. The catalyst is CO. The product is [NH2:24][C@@H:19]([CH2:20][CH:21]([CH3:23])[CH3:22])[CH2:18][O:17][C:13]1[C:14]([CH3:16])=[CH:15][C:10]2[C:9]3[C:4](=[CH:5][N:6]=[CH:7][CH:8]=3)[C:3](=[O:32])[N:2]([CH3:1])[C:11]=2[CH:12]=1. The yield is 0.490. (4) The reactants are F[C:2]1[CH:9]=[CH:8][CH:7]=[CH:6][C:3]=1[CH:4]=[O:5].[CH3:10][C:11]1[N:15]=[CH:14][NH:13][N:12]=1.C([O-])([O-])=O.[K+].[K+]. The catalyst is CS(C)=O. The product is [CH3:10][C:11]1[N:15]=[CH:14][N:13]([C:2]2[CH:9]=[CH:8][CH:7]=[CH:6][C:3]=2[CH:4]=[O:5])[N:12]=1. The yield is 0.0800. (5) The reactants are C1(P(C2C=CC=CC=2)C2C=CC=CC=2)C=CC=CC=1.[C:20]([N:39]1[C:43]([C:44]2[CH:49]=[CH:48][CH:47]=[CH:46][C:45]=2B(O)O)=[N:42][N:41]=[N:40]1)([C:33]1[CH:38]=[CH:37][CH:36]=[CH:35][CH:34]=1)([C:27]1[CH:32]=[CH:31][CH:30]=[CH:29][CH:28]=1)[C:21]1[CH:26]=[CH:25][CH:24]=[CH:23][CH:22]=1.[CH2:53]([C:60]1[N:65]=[C:64]2[N:66]([C@@H:71]3[C:79]4[C:74](=[CH:75][C:76](Br)=[CH:77][CH:78]=4)[CH2:73][CH2:72]3)[C:67]([CH2:69][CH3:70])=[N:68][C:63]2=[C:62]([CH3:81])[CH:61]=1)[C:54]1[CH:59]=[CH:58][CH:57]=[CH:56][CH:55]=1.C(=O)([O-])[O-].[K+].[K+].O. The catalyst is COCCOC.CCOC(C)=O. The product is [CH2:53]([C:60]1[N:65]=[C:64]2[N:66]([C@@H:71]3[C:79]4[C:74](=[CH:75][C:76]([C:45]5[CH:46]=[CH:47][CH:48]=[CH:49][C:44]=5[C:43]5[N:39]([C:20]([C:33]6[CH:34]=[CH:35][CH:36]=[CH:37][CH:38]=6)([C:27]6[CH:28]=[CH:29][CH:30]=[CH:31][CH:32]=6)[C:21]6[CH:26]=[CH:25][CH:24]=[CH:23][CH:22]=6)[N:40]=[N:41][N:42]=5)=[CH:77][CH:78]=4)[CH2:73][CH2:72]3)[C:67]([CH2:69][CH3:70])=[N:68][C:63]2=[C:62]([CH3:81])[CH:61]=1)[C:54]1[CH:59]=[CH:58][CH:57]=[CH:56][CH:55]=1. The yield is 0.470.